From a dataset of Full USPTO retrosynthesis dataset with 1.9M reactions from patents (1976-2016). Predict the reactants needed to synthesize the given product. (1) Given the product [C:58]([O:62][C:63](=[O:91])[NH:64][C@H:65]1[CH2:70][CH2:69][C@@H:68]([N:71]2[C:76](=[O:77])[C:75]3[CH:78]=[C:79]([F:82])[CH:80]=[N:81][C:74]=3[N:73]([C:83]3[CH:88]=[C:87]([C:44]4[CH:56]=[CH:55][CH:54]=[CH:53][C:45]=4[CH2:46][N:47]4[CH2:48][CH2:49][O:50][CH2:51][CH2:52]4)[CH:86]=[CH:85][CH:84]=3)[C:72]2=[O:90])[CH2:67][CH2:66]1)([CH3:61])([CH3:59])[CH3:60], predict the reactants needed to synthesize it. The reactants are: C1(P(C2CCCCC2)C2C=CC=CC=2C2C(OC)=CC=CC=2OC)CCCCC1.C(=O)([O-])[O-].[K+].[K+].CC1(C)C(C)(C)OB([C:44]2[CH:56]=[CH:55][CH:54]=[CH:53][C:45]=2[CH2:46][N:47]2[CH2:52][CH2:51][O:50][CH2:49][CH2:48]2)O1.[C:58]([O:62][C:63](=[O:91])[NH:64][C@H:65]1[CH2:70][CH2:69][C@@H:68]([N:71]2[C:76](=[O:77])[C:75]3[CH:78]=[C:79]([F:82])[CH:80]=[N:81][C:74]=3[N:73]([C:83]3[CH:88]=[CH:87][CH:86]=[C:85](I)[CH:84]=3)[C:72]2=[O:90])[CH2:67][CH2:66]1)([CH3:61])([CH3:60])[CH3:59]. (2) Given the product [OH-:15].[CH3:4][N+:5]([CH3:12])([CH2:9][CH2:10][CH3:11])[CH2:6][CH2:7][CH3:8], predict the reactants needed to synthesize it. The reactants are: CI.[I-].[CH3:4][N+:5]([CH3:12])([CH2:9][CH2:10][CH3:11])[CH2:6][CH2:7][CH3:8].C([OH:15])C. (3) Given the product [Cl:1][CH2:2][CH2:3][NH:5][C:6]1[CH:7]=[C:8]2[C:12](=[CH:13][CH:14]=1)[C:11](=[O:15])[O:10][CH2:9]2, predict the reactants needed to synthesize it. The reactants are: [Cl:1][CH2:2][C:3]([NH:5][C:6]1[CH:7]=[C:8]2[C:12](=[CH:13][CH:14]=1)[C:11](=[O:15])[O:10][CH2:9]2)=O.Cl.[OH-].[Na+]. (4) The reactants are: [F:1][C:2]1[CH:7]=[CH:6][CH:5]=[CH:4][C:3]=1[C:8]1[C:12]([C:13]([OH:15])=O)=[C:11]([CH3:16])[O:10][N:9]=1.Cl.C(N=C=NCCCN(C)C)C.[F:29][C:30]1[CH:35]=[CH:34][C:33]([N:36]2[CH2:41][CH2:40][NH:39][CH2:38][CH2:37]2)=[CH:32][CH:31]=1. Given the product [F:1][C:2]1[CH:7]=[CH:6][CH:5]=[CH:4][C:3]=1[C:8]1[C:12]([C:13]([N:39]2[CH2:38][CH2:37][N:36]([C:33]3[CH:32]=[CH:31][C:30]([F:29])=[CH:35][CH:34]=3)[CH2:41][CH2:40]2)=[O:15])=[C:11]([CH3:16])[O:10][N:9]=1, predict the reactants needed to synthesize it. (5) Given the product [Br:1][C:2]1[CH:3]=[CH:4][C:5]2[C:9]([CH2:10][CH2:11][CH2:12][CH2:13][CH2:14][CH2:15][CH2:16][CH2:17][CH3:18])=[CH:8][S:7][C:6]=2[CH:22]=1, predict the reactants needed to synthesize it. The reactants are: [Br:1][C:2]1[CH:3]=[CH:4][C:5]2[C:9]([CH2:10][CH2:11][CH2:12][CH2:13][CH2:14][CH2:15][CH2:16][CH2:17][CH3:18])=[C:8](C(O)=O)[S:7][C:6]=2[CH:22]=1. (6) Given the product [NH2:19][C:18]1[C:17]2[C:16](=[O:22])[C:15]([C:23]([O:25][CH2:26][CH3:27])=[O:24])=[CH:14][N:6]3[C:7]4([CH2:13][CH2:12][O:11][CH2:10]4)[CH2:8][O:9][C:4]([C:5]=23)=[C:3]([F:28])[C:2]=1[F:1], predict the reactants needed to synthesize it. The reactants are: [F:1][C:2]1[C:3]([F:28])=[C:4]2[O:9][CH2:8][C:7]3([CH2:13][CH2:12][O:11][CH2:10]3)[N:6]3[CH:14]=[C:15]([C:23]([O:25][CH2:26][CH3:27])=[O:24])[C:16](=[O:22])[C:17]([C:18]=1[N+:19]([O-])=O)=[C:5]23. (7) Given the product [C:15]1([CH:21]([C:25]2[CH:26]=[CH:27][CH:28]=[CH:29][CH:30]=2)[CH2:22][CH2:23][N:4]2[CH:5]=[CH:6][CH:7]=[C:8]([C:9]([O:11][CH3:12])=[O:10])[C:3]2=[O:2])[CH:20]=[CH:19][CH:18]=[CH:17][CH:16]=1, predict the reactants needed to synthesize it. The reactants are: Cl.[O:2]=[C:3]1[C:8]([C:9]([O:11][CH3:12])=[O:10])=[CH:7][CH:6]=[CH:5][NH:4]1.[H-].[Na+].[C:15]1([CH:21]([C:25]2[CH:30]=[CH:29][CH:28]=[CH:27][CH:26]=2)[CH2:22][CH2:23]Cl)[CH:20]=[CH:19][CH:18]=[CH:17][CH:16]=1. (8) Given the product [Br:1][C:2]1[C:10]([Cl:11])=[N:9][CH:8]=[CH:7][C:3]=1[C:4]([O:6][CH3:16])=[O:5], predict the reactants needed to synthesize it. The reactants are: [Br:1][C:2]1[C:10]([Cl:11])=[N:9][CH:8]=[CH:7][C:3]=1[C:4]([OH:6])=[O:5].O=S(Cl)Cl.[CH3:16]O. (9) Given the product [F:19][C:3]1[C:2]([C:24]#[C:23][C:21]([C:25]2[CH:29]=[C:28]([CH:30]=[O:31])[O:27][N:26]=2)([OH:20])[CH3:22])=[CH:18][C:6]2[C:7]3[N:8]([CH:12]=[C:13]([C:15]([NH2:17])=[O:16])[N:14]=3)[CH2:9][CH2:10][O:11][C:5]=2[CH:4]=1, predict the reactants needed to synthesize it. The reactants are: Br[C:2]1[C:3]([F:19])=[CH:4][C:5]2[O:11][CH2:10][CH2:9][N:8]3[CH:12]=[C:13]([C:15]([NH2:17])=[O:16])[N:14]=[C:7]3[C:6]=2[CH:18]=1.[OH:20][C:21]([C:25]1[CH:29]=[C:28]([CH:30]=[O:31])[O:27][N:26]=1)([C:23]#[CH:24])[CH3:22].